This data is from Aqueous solubility values for 9,982 compounds from the AqSolDB database. The task is: Regression/Classification. Given a drug SMILES string, predict its absorption, distribution, metabolism, or excretion properties. Task type varies by dataset: regression for continuous measurements (e.g., permeability, clearance, half-life) or binary classification for categorical outcomes (e.g., BBB penetration, CYP inhibition). For this dataset (solubility_aqsoldb), we predict Y. (1) The molecule is CCCCCC(C)CO. The Y is -2.53 log mol/L. (2) The molecule is c1ccc(CCOC2CCCCC2)cc1. The Y is -2.42 log mol/L. (3) The molecule is CC(O)C(N)=O. The Y is 0.944 log mol/L. (4) The Y is -6.31 log mol/L. The molecule is C=CC(=C)CC/C=C(\C)CCC=C(C)C. (5) The compound is COc1ccccc1C(N)=O. The Y is -1.78 log mol/L. (6) The molecule is COS(C)(=O)=O. The Y is -0.0419 log mol/L.